From a dataset of Full USPTO retrosynthesis dataset with 1.9M reactions from patents (1976-2016). Predict the reactants needed to synthesize the given product. (1) Given the product [C:13]([O:16][C:17](=[O:18])[NH:8][CH2:7][C:6]1[CH:9]=[C:2]([Br:1])[CH:3]=[C:4]([Cl:11])[C:5]=1[F:10])([CH3:15])([CH3:14])[CH3:12], predict the reactants needed to synthesize it. The reactants are: [Br:1][C:2]1[CH:3]=[C:4]([Cl:11])[C:5]([F:10])=[C:6]([CH:9]=1)[CH2:7][NH2:8].[CH3:12][C:13]([O:16][C:17](O[C:17]([O:16][C:13]([CH3:15])([CH3:14])[CH3:12])=[O:18])=[O:18])([CH3:15])[CH3:14].C([O-])(O)=O.[Na+]. (2) Given the product [OH:2][C:3]1[CH:12]=[C:11]2[C:6]([C@H:7]([C:20]3[CH:25]=[CH:24][C:23]([O:26][CH2:27][CH2:28][N:29]4[CH2:33][CH2:32][CH2:31][CH2:30]4)=[CH:22][CH:21]=3)[C@H:8]([C:13]3[CH:14]=[CH:15][C:16]([CH3:19])=[CH:17][CH:18]=3)[CH2:9][O:10]2)=[CH:5][CH:4]=1, predict the reactants needed to synthesize it. The reactants are: C[O:2][C:3]1[CH:12]=[C:11]2[C:6]([C@H:7]([C:20]3[CH:25]=[CH:24][C:23]([O:26][CH2:27][CH2:28][N:29]4[CH2:33][CH2:32][CH2:31][CH2:30]4)=[CH:22][CH:21]=3)[C@H:8]([C:13]3[CH:18]=[CH:17][C:16]([CH3:19])=[CH:15][CH:14]=3)[CH2:9][O:10]2)=[CH:5][CH:4]=1.Cl.N1C=CC=CC=1. (3) Given the product [CH2:8]([O:15][C:16]1[CH:17]=[CH:18][C:19]([CH2:22][CH2:23][CH:24]([C:25]2[O:35][C:34]3[C:29]([N:26]=2)=[N:30][CH:31]=[CH:32][CH:33]=3)[OH:27])=[CH:20][CH:21]=1)[C:9]1[CH:10]=[CH:11][CH:12]=[CH:13][CH:14]=1, predict the reactants needed to synthesize it. The reactants are: CCO.C(Cl)(=O)C.[CH2:8]([O:15][C:16]1[CH:21]=[CH:20][C:19]([CH2:22][CH2:23][CH:24]([OH:27])[C:25]#[N:26])=[CH:18][CH:17]=1)[C:9]1[CH:14]=[CH:13][CH:12]=[CH:11][CH:10]=1.N[C:29]1[C:34]([OH:35])=[CH:33][CH:32]=[CH:31][N:30]=1.